From a dataset of Peptide-MHC class II binding affinity with 134,281 pairs from IEDB. Regression. Given a peptide amino acid sequence and an MHC pseudo amino acid sequence, predict their binding affinity value. This is MHC class II binding data. (1) The peptide sequence is KHIVWASRELERFAV. The MHC is DRB1_0701 with pseudo-sequence DRB1_0701. The binding affinity (normalized) is 0.366. (2) The peptide sequence is ILDNAAKYVEHDP. The MHC is HLA-DPA10301-DPB10402 with pseudo-sequence HLA-DPA10301-DPB10402. The binding affinity (normalized) is 0.0758. (3) The peptide sequence is EVVKANGGYLAAGKL. The MHC is HLA-DPA10103-DPB10401 with pseudo-sequence HLA-DPA10103-DPB10401. The binding affinity (normalized) is 0.555. (4) The peptide sequence is APPAYEKLSAEQSPP. The MHC is DRB1_0101 with pseudo-sequence DRB1_0101. The binding affinity (normalized) is 0.620. (5) The peptide sequence is DKKCIEWEKAQHGAC. The MHC is HLA-DPA10201-DPB10101 with pseudo-sequence HLA-DPA10201-DPB10101. The binding affinity (normalized) is 0.401. (6) The peptide sequence is ATTEEQKLIEDVNAS. The MHC is HLA-DQA10401-DQB10402 with pseudo-sequence HLA-DQA10401-DQB10402. The binding affinity (normalized) is 0.184. (7) The peptide sequence is EDPYWGNGDRHSDYQPLGTQDQSLY. The MHC is DRB1_0301 with pseudo-sequence DRB1_0301. The binding affinity (normalized) is 0. (8) The peptide sequence is SHLNAMSKVRKDISE. The binding affinity (normalized) is 0.529. The MHC is DRB1_0801 with pseudo-sequence DRB1_0801. (9) The MHC is HLA-DPA10301-DPB10402 with pseudo-sequence HLA-DPA10301-DPB10402. The peptide sequence is VLAIVALVVATIIAI. The binding affinity (normalized) is 0.406. (10) The peptide sequence is MENRWQVMIVWQVDR. The MHC is HLA-DPA10201-DPB11401 with pseudo-sequence HLA-DPA10201-DPB11401. The binding affinity (normalized) is 0.179.